From a dataset of Reaction yield outcomes from USPTO patents with 853,638 reactions. Predict the reaction yield, written as a fraction of the theoretical maximum amount of product (1.0 means a 100% yield; for example, 0.34 means a 34% yield). (1) The reactants are [Cl:1][C:2]1[CH:7]=[CH:6][C:5]([C:8]2[N:9]=[C:10]([N:21]3[CH:25]=[CH:24][N:23]=[C:22]3[CH3:26])[S:11][C:12]=2[CH2:13][CH2:14][CH2:15][C:16](OCC)=[O:17])=[CH:4][CH:3]=1.[H-].[Al+3].[Li+].[H-].[H-].[H-].O. The catalyst is O1CCCC1. The product is [Cl:1][C:2]1[CH:3]=[CH:4][C:5]([C:8]2[N:9]=[C:10]([N:21]3[CH:25]=[CH:24][N:23]=[C:22]3[CH3:26])[S:11][C:12]=2[CH2:13][CH2:14][CH2:15][CH2:16][OH:17])=[CH:6][CH:7]=1. The yield is 0.720. (2) The reactants are C[O:2][C:3](=[O:32])[C:4]1[CH:9]=[CH:8][CH:7]=[CH:6][C:5]=1[N:10]1[C:14]2[CH:15]=[CH:16][CH:17]=[CH:18][C:13]=2[N:12]([CH2:19][C:20]2[C:28]3[C:23](=[CH:24][CH:25]=[CH:26][C:27]=3[CH3:29])[N:22]([CH3:30])[CH:21]=2)[C:11]1=[O:31].Cl. The catalyst is O1CCOCC1.O. The product is [CH3:30][N:22]1[C:23]2[C:28](=[C:27]([CH3:29])[CH:26]=[CH:25][CH:24]=2)[C:20]([CH2:19][N:12]2[C:13]3[CH:18]=[CH:17][CH:16]=[CH:15][C:14]=3[N:10]([C:5]3[CH:6]=[CH:7][CH:8]=[CH:9][C:4]=3[C:3]([OH:32])=[O:2])[C:11]2=[O:31])=[CH:21]1. The yield is 0.950. (3) The reactants are C[O:2][C:3]1[CH:4]=[C:5]2[C:10](=[CH:11][CH:12]=1)[C:9]([C:13]([C:15]1[CH:20]=[CH:19][C:18]([O:21][CH2:22][CH2:23][N:24]3[CH2:29][CH2:28][CH2:27][CH2:26][CH2:25]3)=[CH:17][CH:16]=1)=[O:14])=[C:8]([C:30]1[CH:35]=[CH:34][C:33]([F:36])=[C:32]([F:37])[C:31]=1[F:38])[CH:7]=[CH:6]2.B(Br)(Br)Br.C(=O)(O)[O-].[Na+].C(Cl)(Cl)Cl.C(O)(C)C. The catalyst is C(Cl)Cl. The product is [OH:2][C:3]1[CH:4]=[C:5]2[C:10](=[CH:11][CH:12]=1)[C:9]([C:13]([C:15]1[CH:16]=[CH:17][C:18]([O:21][CH2:22][CH2:23][N:24]3[CH2:25][CH2:26][CH2:27][CH2:28][CH2:29]3)=[CH:19][CH:20]=1)=[O:14])=[C:8]([C:30]1[CH:35]=[CH:34][C:33]([F:36])=[C:32]([F:37])[C:31]=1[F:38])[CH:7]=[CH:6]2. The yield is 0.740. (4) The reactants are CO[C:3](=[O:8])[C:4]([O:6][CH3:7])=[O:5].[CH3:9][C:10]1[CH:15]=[CH:14][C:13]([C:16](=[O:18])[CH3:17])=[CH:12][CH:11]=1. No catalyst specified. The product is [CH3:9][C:10]1[CH:15]=[CH:14][C:13]([C:16](=[O:18])[CH2:17][C:3](=[O:8])[C:4]([O:6][CH3:7])=[O:5])=[CH:12][CH:11]=1. The yield is 0.740.